Dataset: Forward reaction prediction with 1.9M reactions from USPTO patents (1976-2016). Task: Predict the product of the given reaction. (1) Given the reactants [N:1]([CH2:4][C:5]1[C:6]([NH:18][CH:19]2[CH2:24][CH2:23][N:22]([C:25](OC(C)(C)C)=[O:26])[CH2:21][CH2:20]2)=[C:7]2[CH:15]=[N:14][N:13]([CH2:16][CH3:17])[C:8]2=[N:9][C:10]=1[CH2:11][CH3:12])=[N+:2]=[N-:3].Cl.C([N:36](CC)C(C)C)(C)C.C[Si](N=C=O)(C)C, predict the reaction product. The product is: [N:1]([CH2:4][C:5]1[C:6]([NH:18][CH:19]2[CH2:20][CH2:21][N:22]([C:25]([NH2:36])=[O:26])[CH2:23][CH2:24]2)=[C:7]2[CH:15]=[N:14][N:13]([CH2:16][CH3:17])[C:8]2=[N:9][C:10]=1[CH2:11][CH3:12])=[N+:2]=[N-:3]. (2) Given the reactants C[SiH](C)C1C=CC=CC=1[SiH](C)C.[CH3:13][N:14]([CH3:25])[C:15](=O)[C:16]1[CH:21]=[CH:20][C:19]([O:22][CH3:23])=[CH:18][CH:17]=1, predict the reaction product. The product is: [CH3:25][N:14]([CH2:15][C:16]1[CH:17]=[CH:18][C:19]([O:22][CH3:23])=[CH:20][CH:21]=1)[CH3:13].